This data is from Forward reaction prediction with 1.9M reactions from USPTO patents (1976-2016). The task is: Predict the product of the given reaction. (1) Given the reactants [Cl:1][C:2]1[CH:7]=[CH:6][C:5]([N:8]2[C:16]([C:17]3[CH:22]=[CH:21][CH:20]=[CH:19][C:18]=3[Cl:23])=[N:15][C:14]3[C:9]2=[N:10][CH:11]=[N:12][C:13]=3O)=[CH:4][CH:3]=1.C(N(CC)CC)C.O=P(Cl)(Cl)[Cl:34], predict the reaction product. The product is: [Cl:34][C:13]1[N:12]=[CH:11][N:10]=[C:9]2[C:14]=1[N:15]=[C:16]([C:17]1[CH:22]=[CH:21][CH:20]=[CH:19][C:18]=1[Cl:23])[N:8]2[C:5]1[CH:6]=[CH:7][C:2]([Cl:1])=[CH:3][CH:4]=1. (2) Given the reactants [Br:1][C:2]1[CH:3]=[CH:4][C:5]([OH:10])=[C:6]([CH:9]=1)[C:7]#[N:8].CN(C=O)C.C(=O)([O-])[O-].[Cs+].[Cs+].CC1C=CC(S(O[CH2:33][C:34]([F:37])([F:36])[F:35])(=O)=O)=CC=1, predict the reaction product. The product is: [Br:1][C:2]1[CH:3]=[CH:4][C:5]([O:10][CH2:33][C:34]([F:37])([F:36])[F:35])=[C:6]([CH:9]=1)[C:7]#[N:8]. (3) Given the reactants C(NC1N=C2C(N=C(OC)N2CCCC2CCOC2)=C(N)N=1)CCC.FC(F)(F)C(O)=O.[CH:33]1([CH2:36][CH2:37][O:38][C:39]2[NH:40][C:41]([NH2:50])=[C:42]3[C:46]([N:47]=2)=[N:45][C:44]([O:48][CH3:49])=[N:43]3)[CH2:35][CH2:34]1.Br[CH2:52][CH2:53][CH:54]1[CH2:59][CH2:58][O:57][C:56]([CH3:61])([CH3:60])[CH2:55]1, predict the reaction product. The product is: [CH:33]1([CH2:36][CH2:37][O:38][C:39]2[N:47]=[C:46]3[C:42]([N:43]=[C:44]([O:48][CH3:49])[N:45]3[CH2:52][CH2:53][CH:54]3[CH2:59][CH2:58][O:57][C:56]([CH3:61])([CH3:60])[CH2:55]3)=[C:41]([NH2:50])[N:40]=2)[CH2:35][CH2:34]1.